Dataset: Forward reaction prediction with 1.9M reactions from USPTO patents (1976-2016). Task: Predict the product of the given reaction. Given the reactants [CH3:1][C:2]1[C:6]2[CH:7]=[CH:8][CH:9]=[CH:10][C:5]=2[S:4][CH:3]=1.[C:11](Cl)(=[O:16])[CH2:12][CH:13]([CH3:15])[CH3:14].[N+](C)([O-])=O.[Cl-].[Al+3].[Cl-].[Cl-], predict the reaction product. The product is: [CH3:14][CH:13]([CH3:15])[CH2:12][C:11]([C:3]1[S:4][C:5]2[CH:10]=[CH:9][CH:8]=[CH:7][C:6]=2[C:2]=1[CH3:1])=[O:16].